This data is from Catalyst prediction with 721,799 reactions and 888 catalyst types from USPTO. The task is: Predict which catalyst facilitates the given reaction. (1) The catalyst class is: 16. Reactant: C(OC(=O)C)(=O)C.[N:8]1([CH2:17][CH:18]([OH:35])[CH2:19][O:20][C:21]2[CH:26]=[CH:25][C:24]([CH2:27][CH2:28][CH2:29][CH2:30][CH2:31][CH2:32][CH2:33][CH3:34])=[CH:23][CH:22]=2)[C:16]2[C:11](=[CH:12][CH:13]=[CH:14][CH:15]=2)[CH:10]=[CH:9]1.C(=O)([O-])O.[Na+].[Na+].[Cl-]. Product: [N:8]1([CH2:17][C:18](=[O:35])[CH2:19][O:20][C:21]2[CH:22]=[CH:23][C:24]([CH2:27][CH2:28][CH2:29][CH2:30][CH2:31][CH2:32][CH2:33][CH3:34])=[CH:25][CH:26]=2)[C:16]2[C:11](=[CH:12][CH:13]=[CH:14][CH:15]=2)[CH:10]=[CH:9]1. (2) Reactant: [CH3:1][C:2]1[N:6]([CH2:7][C:8]2[CH:9]=[C:10]([OH:14])[CH:11]=[CH:12][CH:13]=2)[N:5]=[C:4]([C:15]2[O:19][N:18]=[C:17]([C:20]3[CH:25]=[CH:24][C:23]([O:26][C:27]([F:30])([F:29])[F:28])=[CH:22][CH:21]=3)[N:16]=2)[N:3]=1.Br[CH2:32][CH:33]=[CH2:34].C([O-])([O-])=O.[K+].[K+].[N+](C(C)(C)C)(C(C)(C)C)(C(C)(C)C)C(C)(C)C.[O-]S(O)(=O)=O. Product: [CH2:34]([O:14][C:10]1[CH:9]=[C:8]([CH:13]=[CH:12][CH:11]=1)[CH2:7][N:6]1[C:2]([CH3:1])=[N:3][C:4]([C:15]2[O:19][N:18]=[C:17]([C:20]3[CH:25]=[CH:24][C:23]([O:26][C:27]([F:30])([F:28])[F:29])=[CH:22][CH:21]=3)[N:16]=2)=[N:5]1)[CH:33]=[CH2:32]. The catalyst class is: 34. (3) Reactant: CC1(C)[O:6][C@@H:5]([CH2:7][CH2:8][NH:9][C:10]([CH:12]2[CH:16]([C:17]3[CH:22]=[CH:21][CH:20]=[C:19]([Cl:23])[C:18]=3[F:24])[C:15]([C:27]3[CH:32]=[CH:31][C:30]([Cl:33])=[CH:29][C:28]=3[F:34])([C:25]#[N:26])[CH:14]([CH2:35][C:36]([CH3:40])([CH3:39])[CH:37]=[CH2:38])[NH:13]2)=[O:11])[CH2:4][O:3]1.Cl. Product: [OH:6][C@H:5]([CH2:4][OH:3])[CH2:7][CH2:8][NH:9][C:10]([CH:12]1[CH:16]([C:17]2[CH:22]=[CH:21][CH:20]=[C:19]([Cl:23])[C:18]=2[F:24])[C:15]([C:27]2[CH:32]=[CH:31][C:30]([Cl:33])=[CH:29][C:28]=2[F:34])([C:25]#[N:26])[CH:14]([CH2:35][C:36]([CH3:39])([CH3:40])[CH:37]=[CH2:38])[NH:13]1)=[O:11]. The catalyst class is: 7. (4) Reactant: [S:1]1[CH:5]=[CH:4][CH:3]=[C:2]1[C:6]1[NH:17][C:9]2=[N:10][CH:11]=[CH:12][C:13]([C:14]([OH:16])=O)=[C:8]2[N:7]=1.C1CN([P+](ON2N=NC3C=CC=CC2=3)(N2CCCC2)N2CCCC2)CC1.F[P-](F)(F)(F)(F)F.[CH2:51]([S:53]([NH:56][C:57]1[CH:65]=[CH:64][C:60]([CH2:61][CH2:62][NH2:63])=[CH:59][CH:58]=1)(=[O:55])=[O:54])[CH3:52]. Product: [CH2:51]([S:53]([NH:56][C:57]1[CH:65]=[CH:64][C:60]([CH2:61][CH2:62][NH:63][C:14]([C:13]2[CH:12]=[CH:11][N:10]=[C:9]3[NH:17][C:6]([C:2]4[S:1][CH:5]=[CH:4][CH:3]=4)=[N:7][C:8]=23)=[O:16])=[CH:59][CH:58]=1)(=[O:54])=[O:55])[CH3:52]. The catalyst class is: 3.